This data is from Reaction yield outcomes from USPTO patents with 853,638 reactions. The task is: Predict the reaction yield, written as a fraction of the theoretical maximum amount of product (1.0 means a 100% yield; for example, 0.34 means a 34% yield). (1) The reactants are [CH:1]([C:4]1[CH:9]=[CH:8][C:7]([CH:10]2[C:14]3[C:15]([CH3:23])=[C:16]([NH:20][CH:21]=[O:22])[C:17]([CH3:19])=[CH:18][C:13]=3[O:12][CH2:11]2)=[CH:6][CH:5]=1)([CH3:3])[CH3:2].[C:24](Cl)(=[O:26])[CH3:25]. No catalyst specified. The product is [C:24]([C:18]1[C:13]2[O:12][CH2:11][CH:10]([C:7]3[CH:6]=[CH:5][C:4]([CH:1]([CH3:3])[CH3:2])=[CH:9][CH:8]=3)[C:14]=2[C:15]([CH3:23])=[C:16]([NH:20][CH:21]=[O:22])[C:17]=1[CH3:19])(=[O:26])[CH3:25]. The yield is 0.480. (2) The reactants are [CH:1]1([C:7]2[CH:8]=[C:9]([CH:12]=[C:13]([CH2:32][C:33]([N:35]3[CH2:40][CH2:39][O:38][CH2:37][CH2:36]3)=[O:34])[C:14]=2[C:15]2[CH:16]=[C:17]3[C:22](=[CH:23][CH:24]=2)[N:21]=[C:20]([C:25]2[S:29][C:28]([CH3:30])=[N:27][C:26]=2[CH3:31])[CH:19]=[CH:18]3)[C:10]#[N:11])[CH2:6][CH2:5][CH2:4][CH2:3][CH2:2]1.[N:41]([Sn](C)(C)C)=[N+:42]=[N-:43]. The catalyst is C1(C)C=CC=CC=1. The product is [CH:1]1([C:7]2[C:14]([C:15]3[CH:16]=[C:17]4[C:22](=[CH:23][CH:24]=3)[N:21]=[C:20]([C:25]3[S:29][C:28]([CH3:30])=[N:27][C:26]=3[CH3:31])[CH:19]=[CH:18]4)=[C:13]([CH2:32][C:33]([N:35]3[CH2:36][CH2:37][O:38][CH2:39][CH2:40]3)=[O:34])[CH:12]=[C:9]([C:10]3[NH:43][N:42]=[N:41][N:11]=3)[CH:8]=2)[CH2:6][CH2:5][CH2:4][CH2:3][CH2:2]1. The yield is 0.460. (3) The reactants are [C:1]([O:5][C:6]([N:8]1[CH2:12][CH2:11][C@@H:10]([N:13]2[C:17]3[N:18]=[CH:19][N:20]=[C:21]([NH2:22])[C:16]=3[C:15]([C:23]3[CH:28]=[CH:27][C:26]([O:29][C:30]4[CH:35]=[CH:34][CH:33]=[CH:32][CH:31]=4)=[CH:25][CH:24]=3)=[CH:14]2)[CH2:9]1)=[O:7])([CH3:4])([CH3:3])[CH3:2].C1C(=O)N([Cl:43])C(=O)C1. The catalyst is C(Cl)Cl. The product is [NH2:22][C:21]1[C:16]2[C:15]([C:23]3[CH:24]=[CH:25][C:26]([O:29][C:30]4[CH:35]=[CH:34][CH:33]=[CH:32][CH:31]=4)=[CH:27][CH:28]=3)=[C:14]([Cl:43])[N:13]([C@@H:10]3[CH2:11][CH2:12][N:8]([C:6]([O:5][C:1]([CH3:4])([CH3:2])[CH3:3])=[O:7])[CH2:9]3)[C:17]=2[N:18]=[CH:19][N:20]=1. The yield is 0.400. (4) The reactants are [N+:1]([C:4]1[CH:28]=[C:27]([O:29][CH3:30])[C:26]([O:31][CH3:32])=[CH:25][C:5]=1[C:6]1[O:7][C:8]2[C:13]([C:14](=[O:16])[CH:15]=1)=[C:12]([O:17][CH3:18])[C:11]([O:19][CH3:20])=[C:10]([O:21][CH3:22])[C:9]=2[O:23][CH3:24])([O-])=O. The catalyst is Cl.CO.[Fe]. The product is [NH2:1][C:4]1[CH:28]=[C:27]([O:29][CH3:30])[C:26]([O:31][CH3:32])=[CH:25][C:5]=1[C:6]1[O:7][C:8]2[C:13]([C:14](=[O:16])[CH:15]=1)=[C:12]([O:17][CH3:18])[C:11]([O:19][CH3:20])=[C:10]([O:21][CH3:22])[C:9]=2[O:23][CH3:24]. The yield is 0.520. (5) The reactants are [CH3:1][O:2][CH2:3][C:4]1[N:8]([C:9]2[CH:14]=[CH:13][CH:12]=[C:11]([C:15]([F:18])([F:17])[F:16])[CH:10]=2)[N:7]=[C:6]([CH3:19])[C:5]=1[C:20]([OH:22])=O.[N:23]1([CH:28]2[CH2:33][CH2:32][NH:31][CH2:30][CH2:29]2)[CH2:27][CH2:26][CH2:25][CH2:24]1. No catalyst specified. The product is [CH3:1][O:2][CH2:3][C:4]1[N:8]([C:9]2[CH:14]=[CH:13][CH:12]=[C:11]([C:15]([F:18])([F:16])[F:17])[CH:10]=2)[N:7]=[C:6]([CH3:19])[C:5]=1[C:20]([N:31]1[CH2:32][CH2:33][CH:28]([N:23]2[CH2:27][CH2:26][CH2:25][CH2:24]2)[CH2:29][CH2:30]1)=[O:22]. The yield is 0.950. (6) The reactants are [CH3:1][O:2][C:3]1[CH:8]=[CH:7][C:6]([S:9](Cl)(=[O:11])=[O:10])=[CH:5][CH:4]=1.[F:13][C:14]1[CH:19]=[CH:18][C:17]([F:20])=[CH:16][C:15]=1[C:21]1[CH:26]=[C:25]([F:27])[CH:24]=[CH:23][C:22]=1[CH:28]([NH2:30])[CH3:29].C(N(CC)CC)C. No catalyst specified. The product is [F:13][C:14]1[CH:19]=[CH:18][C:17]([F:20])=[CH:16][C:15]=1[C:21]1[CH:26]=[C:25]([F:27])[CH:24]=[CH:23][C:22]=1[CH:28]([NH:30][S:9]([C:6]1[CH:7]=[CH:8][C:3]([O:2][CH3:1])=[CH:4][CH:5]=1)(=[O:11])=[O:10])[CH3:29]. The yield is 0.910. (7) The reactants are [Cl:1][C:2]1[N:7]=[CH:6][N:5]=[C:4]2[NH:8][N:9]=[CH:10][C:3]=12.C1C(=O)N([Br:18])C(=O)C1. The catalyst is C(Cl)(Cl)Cl. The product is [Br:18][C:10]1[C:3]2[C:4](=[N:5][CH:6]=[N:7][C:2]=2[Cl:1])[NH:8][N:9]=1. The yield is 0.770.